Predict the reaction yield, written as a fraction of the theoretical maximum amount of product (1.0 means a 100% yield; for example, 0.34 means a 34% yield). From a dataset of Reaction yield outcomes from USPTO patents with 853,638 reactions. (1) The reactants are [OH:1][CH:2]([CH2:5][NH2:6])[CH2:3][NH2:4].[CH3:7][C:8]([O:11][C:12](O[C:12]([O:11][C:8]([CH3:10])([CH3:9])[CH3:7])=[O:13])=[O:13])([CH3:10])[CH3:9].[C:22]([O-:25])([O-])=[O:23].[Na+].[Na+]. The catalyst is O.O1CCOCC1. The product is [C:22]([NH:4][CH2:3][CH:2]([OH:1])[CH2:5][NH:6][C:12]([O:11][C:8]([CH3:10])([CH3:9])[CH3:7])=[O:13])([O:25][C:8]([CH3:10])([CH3:9])[CH3:7])=[O:23]. The yield is 0.800. (2) The reactants are Cl[C:2]1[N:7]=[C:6]([NH:8][C:9]([C:11]2([C:14]3[CH:24]=[CH:23][C:17]4[O:18][C:19]([F:22])([F:21])[O:20][C:16]=4[CH:15]=3)[CH2:13][CH2:12]2)=[O:10])[CH:5]=[CH:4][C:3]=1[CH3:25].[CH3:26][O:27][C:28]1[N:33]=[C:32]([CH3:34])[C:31](B2OC(C)(C)C(C)(C)O2)=[CH:30][CH:29]=1.C(=O)([O-])[O-].[Na+].[Na+]. The catalyst is COCCOC.C(OCC)(=O)C.C1C=CC([P]([Pd]([P](C2C=CC=CC=2)(C2C=CC=CC=2)C2C=CC=CC=2)([P](C2C=CC=CC=2)(C2C=CC=CC=2)C2C=CC=CC=2)[P](C2C=CC=CC=2)(C2C=CC=CC=2)C2C=CC=CC=2)(C2C=CC=CC=2)C2C=CC=CC=2)=CC=1. The product is [F:21][C:19]1([F:22])[O:18][C:17]2[CH:23]=[CH:24][C:14]([C:11]3([C:9]([NH:8][C:6]4[N:7]=[C:2]([C:31]5[C:32]([CH3:34])=[N:33][C:28]([O:27][CH3:26])=[CH:29][CH:30]=5)[C:3]([CH3:25])=[CH:4][CH:5]=4)=[O:10])[CH2:13][CH2:12]3)=[CH:15][C:16]=2[O:20]1. The yield is 0.760. (3) The reactants are [N:1]1[CH:6]=[CH:5][CH:4]=[CH:3][C:2]=1[CH2:7][NH:8][CH2:9][C:10]1[CH:15]=[CH:14][C:13](/[CH:16]=[CH:17]/[CH:18]([C:23]2[CH:28]=[C:27]([Cl:29])[C:26]([Cl:30])=[C:25]([Cl:31])[CH:24]=2)[C:19]([F:22])([F:21])[F:20])=[CH:12][C:11]=1[C:32]([F:35])([F:34])[F:33].[CH:36]1([C:39](Cl)=[O:40])[CH2:38][CH2:37]1. The catalyst is C(Cl)Cl. The product is [N:1]1[CH:6]=[CH:5][CH:4]=[CH:3][C:2]=1[CH2:7][N:8]([CH2:9][C:10]1[CH:15]=[CH:14][C:13](/[CH:16]=[CH:17]/[CH:18]([C:23]2[CH:28]=[C:27]([Cl:29])[C:26]([Cl:30])=[C:25]([Cl:31])[CH:24]=2)[C:19]([F:22])([F:21])[F:20])=[CH:12][C:11]=1[C:32]([F:35])([F:34])[F:33])[C:39]([CH:36]1[CH2:38][CH2:37]1)=[O:40]. The yield is 0.500. (4) The reactants are [OH:1][N:2]1[CH:6]=[CH:5][CH:4]=[N:3]1.[F:7][C:8]1[CH:15]=[CH:14][CH:13]=[C:12]([F:16])[C:9]=1[CH2:10]Br. The catalyst is C(Cl)(Cl)Cl. The product is [F:7][C:8]1[CH:15]=[CH:14][CH:13]=[C:12]([F:16])[C:9]=1[CH2:10][N:3]1[CH2:4][CH:5]=[CH:6][N:2]1[OH:1]. The yield is 0.701. (5) The reactants are [Br:1][C:2]1[CH:3]=[C:4]2[C:9](=[CH:10][CH:11]=1)[N:8]=[CH:7][C:6](C(O)=O)=[CH:5]2.C([N:17]([CH2:20]C)CC)C.C1C=CC(P(N=[N+]=[N-])(C2C=CC=CC=2)=[O:29])=CC=1.[C:39]([OH:43])([CH3:42])([CH3:41])[CH3:40]. No catalyst specified. The product is [C:39]([O:43][C:20](=[O:29])[NH:17][C:6]1[CH:7]=[N:8][C:9]2[C:4]([CH:5]=1)=[CH:3][C:2]([Br:1])=[CH:11][CH:10]=2)([CH3:42])([CH3:41])[CH3:40]. The yield is 0.540. (6) The reactants are Cl[C:2]1[CH:7]=[C:6]([CH:8]2[CH2:13][CH2:12][N:11]([CH:14]3[CH2:17][O:16][CH2:15]3)[CH2:10][CH2:9]2)[CH:5]=[C:4]([N:18]2[CH2:21][CH:20]([O:22][CH3:23])[CH2:19]2)[N:3]=1.CC1(C)C(C)(C)OB([C:32]2[CH:33]=[C:34]([C:39]([F:42])([F:41])[F:40])[C:35]([NH2:38])=[N:36][CH:37]=2)O1.C(=O)([O-])[O-].[Cs+].[Cs+]. The product is [CH3:23][O:22][CH:20]1[CH2:21][N:18]([C:4]2[N:3]=[C:2]([C:32]3[CH:37]=[N:36][C:35]([NH2:38])=[C:34]([C:39]([F:42])([F:41])[F:40])[CH:33]=3)[CH:7]=[C:6]([CH:8]3[CH2:13][CH2:12][N:11]([CH:14]4[CH2:17][O:16][CH2:15]4)[CH2:10][CH2:9]3)[CH:5]=2)[CH2:19]1. The yield is 0.615. The catalyst is O1CCOCC1.O.C1C=CC(P(C2C=CC=CC=2)[C-]2C=CC=C2)=CC=1.C1C=CC(P(C2C=CC=CC=2)[C-]2C=CC=C2)=CC=1.Cl[Pd]Cl.[Fe+2]. (7) The reactants are [CH2:1]([O:8][N:9]1[C:15](=[O:16])[N:14]2[CH2:17][C@H:10]1[CH2:11][CH2:12][C@H:13]2[C:18]([OH:20])=O)[C:2]1[CH:7]=[CH:6][CH:5]=[CH:4][CH:3]=1.[C:21]([NH:25][NH2:26])(=[O:24])[CH2:22][CH3:23].ON1C2C=CC=CC=2N=N1.Cl.C(N=C=NCCCN(C)C)C. The catalyst is C(Cl)Cl. The product is [CH2:1]([O:8][N:9]1[C:15](=[O:16])[N:14]2[CH2:17][C@H:10]1[CH2:11][CH2:12][C@H:13]2[C:18]([NH:26][NH:25][C:21](=[O:24])[CH2:22][CH3:23])=[O:20])[C:2]1[CH:3]=[CH:4][CH:5]=[CH:6][CH:7]=1. The yield is 0.990.